Dataset: Reaction yield outcomes from USPTO patents with 853,638 reactions. Task: Predict the reaction yield, written as a fraction of the theoretical maximum amount of product (1.0 means a 100% yield; for example, 0.34 means a 34% yield). (1) The reactants are [C:1]([O:5][C:6](=[O:39])[CH2:7][CH:8]([NH:15][S:16]([C:19]1[CH:24]=[CH:23][CH:22]=[CH:21][C:20]=1[O:25][CH2:26][CH2:27][C:28]1[C:37]2[C:32](=[CH:33][CH:34]=[CH:35][CH:36]=2)[CH:31]=[CH:30][C:29]=1[OH:38])(=[O:18])=[O:17])[C:9]([N:11]([O:13][CH3:14])[CH3:12])=[O:10])([CH3:4])([CH3:3])[CH3:2].[CH3:40][N:41]([CH2:43][CH2:44]O)[CH3:42].C1(P(C2C=CC=CC=2)C2C=CC=CC=2)C=CC=CC=1.CCOC(/N=N/C(OCC)=O)=O. The catalyst is C1COCC1. The product is [C:1]([O:5][C:6](=[O:39])[CH2:7][CH:8]([NH:15][S:16]([C:19]1[CH:24]=[CH:23][CH:22]=[CH:21][C:20]=1[O:25][CH2:26][CH2:27][C:28]1[C:37]2[C:32](=[CH:33][CH:34]=[CH:35][CH:36]=2)[CH:31]=[CH:30][C:29]=1[O:38][CH2:44][CH2:43][N:41]([CH3:42])[CH3:40])(=[O:18])=[O:17])[C:9]([N:11]([O:13][CH3:14])[CH3:12])=[O:10])([CH3:4])([CH3:2])[CH3:3]. The yield is 0.380. (2) The reactants are C(O[BH-](OC(=O)C)OC(=O)C)(=O)C.[Na+].[CH3:15][C:16]([CH3:48])([C:34]1[CH:39]=[C:38]([C:40]([F:43])([F:42])[F:41])[CH:37]=[C:36]([C:44]([F:47])([F:46])[F:45])[CH:35]=1)[C:17]([NH:19][C@:20]1([C:28]2[CH:33]=[CH:32][CH:31]=[CH:30][CH:29]=2)[CH2:25][CH2:24][C:23](=O)[C@@H:22]([F:27])[CH2:21]1)=[O:18].Cl.[CH2:50]1[C:54]2([CH2:59][CH2:58][NH:57][CH2:56][CH2:55]2)[CH2:53][CH2:52][O:51]1.C(N(CC)CC)C.[OH-].[Na+]. The catalyst is ClCCCl. The product is [CH3:48][C:16]([CH3:15])([C:34]1[CH:35]=[C:36]([C:44]([F:45])([F:46])[F:47])[CH:37]=[C:38]([C:40]([F:42])([F:41])[F:43])[CH:39]=1)[C:17]([NH:19][C@:20]1([C:28]2[CH:29]=[CH:30][CH:31]=[CH:32][CH:33]=2)[CH2:25][CH2:24][C@@H:23]([N:57]2[CH2:58][CH2:59][C:54]3([CH2:50][O:51][CH2:52][CH2:53]3)[CH2:55][CH2:56]2)[C@@H:22]([F:27])[CH2:21]1)=[O:18]. The yield is 0.0300. (3) The reactants are [Br:1][C:2]1[CH:3]=[C:4]([CH:8]=[C:9]([I:11])[CH:10]=1)[C:5](O)=[O:6].Cl.[O:13]([NH2:15])[CH3:14].CN(C(ON1N=NC2C=CC=NC1=2)=[N+](C)C)C.F[P-](F)(F)(F)(F)F.CCN(C(C)C)C(C)C. The catalyst is C(Cl)Cl.O. The product is [Br:1][C:2]1[CH:3]=[C:4]([CH:8]=[C:9]([I:11])[CH:10]=1)[C:5]([NH:15][O:13][CH3:14])=[O:6]. The yield is 0.771. (4) The reactants are [Cl:1][C:2]1[CH:31]=[CH:30][CH:29]=[C:28]([C:32]([F:35])([F:34])[F:33])[C:3]=1[C:4]([N:6]1[C:14]2[C:9](=[C:10]([F:15])[CH:11]=[CH:12][CH:13]=2)[C:8]([C:16]2[CH:21]([CH3:22])[CH2:20][CH:19]([C:23]([O:25]CC)=[O:24])[CH2:18][CH:17]=2)=[N:7]1)=[O:5].O[Li].O. The catalyst is C1COCC1.O. The product is [Cl:1][C:2]1[CH:31]=[CH:30][CH:29]=[C:28]([C:32]([F:33])([F:35])[F:34])[C:3]=1[C:4]([N:6]1[C:14]2[C:9](=[C:10]([F:15])[CH:11]=[CH:12][CH:13]=2)[C:8]([C:16]2[CH:21]([CH3:22])[CH2:20][CH:19]([C:23]([OH:25])=[O:24])[CH2:18][CH:17]=2)=[N:7]1)=[O:5]. The yield is 0.520. (5) The reactants are N12CCCN=C1CCCCC2.Cl.[NH2:13][CH2:14][C:15]1[CH:23]=[CH:22][CH:21]=[C:20]2[C:16]=1[C:17](=[O:33])[N:18]([CH:25]1[CH2:30][CH2:29][C:28](=[O:31])[NH:27][C:26]1=[O:32])[C:19]2=[O:24].[C:34]([O:37][CH2:38][C:39](Cl)=[O:40])(=[O:36])[CH3:35]. The catalyst is CC#N. The product is [C:34]([O:37][CH2:38][C:39](=[O:40])[NH:13][CH2:14][C:15]1[CH:23]=[CH:22][CH:21]=[C:20]2[C:16]=1[C:17](=[O:33])[N:18]([CH:25]1[CH2:30][CH2:29][C:28](=[O:31])[NH:27][C:26]1=[O:32])[C:19]2=[O:24])(=[O:36])[CH3:35]. The yield is 0.750. (6) The reactants are [CH2:1]=[C:2]1[C:9]2[S:8][CH:7]=[CH:6][C:5]=2[CH:4]2[CH2:10][N:11]([CH:13]([C:15]3[CH:20]=[CH:19][CH:18]=[CH:17][CH:16]=3)[CH3:14])[CH2:12][CH:3]12. The catalyst is CO.[Pd]. The product is [CH3:1][CH:2]1[C:9]2[S:8][CH:7]=[CH:6][C:5]=2[CH:4]2[CH2:10][N:11]([CH:13]([C:15]3[CH:20]=[CH:19][CH:18]=[CH:17][CH:16]=3)[CH3:14])[CH2:12][CH:3]12. The yield is 0.725. (7) The reactants are [Cl:1][C:2]1[CH:40]=[CH:39][C:5]([CH2:6][N:7]2[C:15]3[C:10](=[CH:11][CH:12]=[CH:13][CH:14]=3)[C:9]([C:16]([C:18]3[N:19](COCC[Si](C)(C)C)[CH:20]=[C:21]([CH2:23][NH:24][C:25]4[CH:26]=[N:27][CH:28]=[CH:29][CH:30]=4)[N:22]=3)=[O:17])=[CH:8]2)=[CH:4][CH:3]=1.[OH-].[Na+]. The catalyst is C(O)C.Cl. The product is [Cl:1][C:2]1[CH:3]=[CH:4][C:5]([CH2:6][N:7]2[C:15]3[C:10](=[CH:11][CH:12]=[CH:13][CH:14]=3)[C:9]([C:16]([C:18]3[NH:19][CH:20]=[C:21]([CH2:23][NH:24][C:25]4[CH:26]=[N:27][CH:28]=[CH:29][CH:30]=4)[N:22]=3)=[O:17])=[CH:8]2)=[CH:39][CH:40]=1. The yield is 0.540. (8) The product is [Br:1][C:2]1[CH:10]=[CH:9][CH:8]=[C:7]2[C:3]=1[C:4]([CH3:11])=[CH:5][N:6]2[CH2:20][C:19]1[CH:22]=[CH:23][C:16]([O:15][CH3:14])=[CH:17][CH:18]=1. The catalyst is CN(C)C=O. The reactants are [Br:1][C:2]1[CH:10]=[CH:9][CH:8]=[C:7]2[C:3]=1[C:4]([CH3:11])=[CH:5][NH:6]2.[H-].[Na+].[CH3:14][O:15][C:16]1[CH:23]=[CH:22][C:19]([CH2:20]Cl)=[CH:18][CH:17]=1. The yield is 0.990. (9) The reactants are [N+:1]([C:4]1[CH:22]=[CH:21][C:7]([C:8]([NH:10][NH:11][C:12](=O)[CH2:13][CH2:14][CH2:15][C:16]([O:18][CH3:19])=[O:17])=O)=[CH:6][CH:5]=1)([O-:3])=[O:2].COC1C=CC(P2(SP(C3C=CC(OC)=CC=3)(=S)S2)=[S:32])=CC=1.C(=O)(O)[O-].[Na+]. The catalyst is O1CCOCC1.O. The product is [N+:1]([C:4]1[CH:22]=[CH:21][C:7]([C:8]2[S:32][C:12]([CH2:13][CH2:14][CH2:15][C:16]([O:18][CH3:19])=[O:17])=[N:11][N:10]=2)=[CH:6][CH:5]=1)([O-:3])=[O:2]. The yield is 0.830. (10) The product is [Cl:1][C:2]1[CH:11]=[CH:10][C:5]2[N:6]=[C:7]([CH2:14][O:15][C:16]3[C:17]([F:26])=[C:18]([C:23]([NH2:25])=[O:24])[C:19]([F:22])=[CH:20][CH:21]=3)[S:8][C:4]=2[CH:3]=1. The reactants are [Cl:1][C:2]1[CH:11]=[CH:10][C:5]2[N:6]=[C:7](N)[S:8][C:4]=2[CH:3]=1.C([CH2:14][O:15][C:16]1[C:17]([F:26])=[C:18]([C:23]([NH2:25])=[O:24])[C:19]([F:22])=[CH:20][CH:21]=1)#N. No catalyst specified. The yield is 0.380.